Task: Predict the product of the given reaction.. Dataset: Forward reaction prediction with 1.9M reactions from USPTO patents (1976-2016) (1) Given the reactants [CH3:1][N:2]([CH3:38])[CH2:3][CH2:4][N:5]1[CH2:13][C:12]2[CH:11]=[C:10]3[NH:14][C:15]([C:17]4[C:18](=[O:35])[NH:19][CH:20]=[CH:21][C:22]=4[NH:23][CH:24]([CH3:34])[CH2:25][C:26]4[CH:31]=[C:30]([F:32])[CH:29]=[CH:28][C:27]=4[CH3:33])=[N:16][C:9]3=[C:8]([CH3:36])[C:7]=2[C:6]1=O.C(O)(=[O:41])C, predict the reaction product. The product is: [CH3:1][N:2]([CH3:38])[CH2:3][CH2:4][N:5]1[CH2:6][C:7]2[C:8]([CH3:36])=[C:9]3[N:16]=[C:15]([C:17]4[C:18](=[O:35])[NH:19][CH:20]=[CH:21][C:22]=4[NH:23][CH:24]([CH3:34])[CH2:25][C:26]4[CH:31]=[C:30]([F:32])[CH:29]=[CH:28][C:27]=4[CH3:33])[NH:14][C:10]3=[CH:11][C:12]=2[C:13]1=[O:41]. (2) Given the reactants [NH:1]([C:13]([O:15][C:16]([CH3:19])([CH3:18])[CH3:17])=[O:14])[C@@H:2]([C:10]([OH:12])=O)[CH2:3][C:4]1[CH:9]=[CH:8][CH:7]=[CH:6][CH:5]=1.[CH:20]1[CH:25]=[C:24]2N=NN(O)[C:23]2=[CH:22][CH:21]=1.[OH2:30].CC[N:33]([CH:37]([CH3:39])[CH3:38])C(C)C.CCN=C=N[CH2:45][CH2:46][CH2:47]N(C)C.C1[CH2:55][O:54]CC1, predict the reaction product. The product is: [NH:1]([C:13]([O:15][C:16]([CH3:19])([CH3:18])[CH3:17])=[O:14])[C@@H:2]([C:10]([NH:33][C@@H:37]([C:38]([O:54][CH2:55][C:24]1[CH:23]=[CH:22][CH:21]=[CH:20][CH:25]=1)=[O:30])[CH2:39][CH:46]([CH3:47])[CH3:45])=[O:12])[CH2:3][C:4]1[CH:5]=[CH:6][CH:7]=[CH:8][CH:9]=1. (3) Given the reactants [Cl:1][C:2]1[N:3]=[CH:4][C:5]2[NH:13][C:12](=[O:14])[C:9]3([CH2:11][CH2:10]3)[CH2:8][N:7]([CH:15]3[CH2:19][CH2:18][CH2:17][CH2:16]3)[C:6]=2[N:20]=1.IC.[C:23](=O)([O-])[O-].[Cs+].[Cs+], predict the reaction product. The product is: [Cl:1][C:2]1[N:3]=[CH:4][C:5]2[N:13]([CH3:23])[C:12](=[O:14])[C:9]3([CH2:11][CH2:10]3)[CH2:8][N:7]([CH:15]3[CH2:19][CH2:18][CH2:17][CH2:16]3)[C:6]=2[N:20]=1. (4) The product is: [S:22]([OH:25])([OH:24])(=[O:23])=[O:21].[CH2:1]([NH:4][C:5]1[N:10]=[C:9]([NH:11][CH2:12][CH2:13][CH3:14])[N:8]=[C:7]([N:15]([CH3:20])[O:16][CH:17]([CH3:18])[CH3:19])[N:6]=1)[CH2:2][CH3:3]. Given the reactants [CH2:1]([NH:4][C:5]1[N:10]=[C:9]([NH:11][CH2:12][CH2:13][CH3:14])[N:8]=[C:7]([N:15]([CH3:20])[O:16][CH:17]([CH3:19])[CH3:18])[N:6]=1)[CH2:2][CH3:3].[OH:21][S:22]([OH:25])(=[O:24])=[O:23], predict the reaction product. (5) Given the reactants [CH:1]1[C:13]2[CH2:12][C:11]3[C:6](=[CH:7][CH:8]=[CH:9][CH:10]=3)[C:5]=2[CH:4]=[CH:3][C:2]=1[C:14](O)=[O:15].[CH3:17][O:18][C:19]1[CH:24]=[CH:23][CH:22]=[CH:21][C:20]=1[N:25]1[CH2:30][CH2:29][N:28]([CH2:31]/[CH:32]=[CH:33]/[CH2:34][NH2:35])[CH2:27][CH2:26]1.Cl, predict the reaction product. The product is: [CH3:17][O:18][C:19]1[CH:24]=[CH:23][CH:22]=[CH:21][C:20]=1[N:25]1[CH2:26][CH2:27][N:28]([CH2:31]/[CH:32]=[CH:33]/[CH2:34][NH:35][C:14]([C:2]2[CH:1]=[CH:13][C:12]3[C:11]4[C:6](=[CH:7][CH:8]=[CH:9][CH:10]=4)[CH2:5][C:4]=3[CH:3]=2)=[O:15])[CH2:29][CH2:30]1. (6) Given the reactants [I:1][C:2]1[C:10]2[C:5](=[N:6][CH:7]=[N:8][C:9]=2[NH2:11])[NH:4][N:3]=1.O[C@H:13]1[CH2:17][CH2:16][N:15]([C:18]([O:20][C:21]([CH3:24])([CH3:23])[CH3:22])=[O:19])[CH2:14]1.C1C=CC(P(C2C=CC=CC=2)C2C=CC=CC=2)=CC=1.CC(OC(/N=N/C(OC(C)C)=O)=O)C, predict the reaction product. The product is: [NH2:11][C:9]1[N:8]=[CH:7][N:6]=[C:5]2[N:4]([C@@H:17]3[CH2:13][CH2:14][N:15]([C:18]([O:20][C:21]([CH3:24])([CH3:23])[CH3:22])=[O:19])[CH2:16]3)[N:3]=[C:2]([I:1])[C:10]=12. (7) Given the reactants [K].[OH:2][C:3]1[CH:8]=[CH:7][C:6]([CH2:9][CH2:10][CH2:11][CH2:12][CH2:13][C:14]([CH3:19])([CH3:18])[C:15]([OH:17])=O)=[CH:5][C:4]=1[N:20]1[CH2:24][C:23](=[O:25])[NH:22][S:21]1(=[O:27])=[O:26].CC([O-])(C)C.[K+].[C:34](Cl)(=[O:41])[C:35]1[CH:40]=[CH:39][CH:38]=[CH:37][CH:36]=1, predict the reaction product. The product is: [OH:17][CH2:15][C:14]([CH3:18])([CH3:19])[CH2:13][CH2:12][CH2:11][CH2:10][CH2:9][C:6]1[CH:7]=[CH:8][C:3]([O:2][C:34](=[O:41])[C:35]2[CH:40]=[CH:39][CH:38]=[CH:37][CH:36]=2)=[C:4]([N:20]2[CH2:24][C:23](=[O:25])[NH:22][S:21]2(=[O:26])=[O:27])[CH:5]=1. (8) Given the reactants [NH:1]1[CH2:6][CH2:5][CH2:4][CH2:3][C:2]1=O.[OH-:8].[Na+].[C:10](OC([O-])=O)([O:12][C:13]([CH3:16])([CH3:15])[CH3:14])=[O:11], predict the reaction product. The product is: [O:8]=[C:3]1[CH2:4][CH2:5][CH2:6][N:1]([C:10]([O:12][C:13]([CH3:16])([CH3:15])[CH3:14])=[O:11])[CH2:2]1.